This data is from Reaction yield outcomes from USPTO patents with 853,638 reactions. The task is: Predict the reaction yield, written as a fraction of the theoretical maximum amount of product (1.0 means a 100% yield; for example, 0.34 means a 34% yield). (1) The reactants are [C:1]([O:5][C:6]([C@@H:8]([CH2:13][C:14]1[CH:24]=[CH:23][C:17]2[O:18][C:19]([CH3:22])([CH3:21])[O:20][C:16]=2[CH:15]=1)[C:9]([O:11]C)=[O:10])=[O:7])([CH3:4])([CH3:3])[CH3:2].[OH-].[Li+].O. The catalyst is C1COCC1. The product is [C:1]([O:5][C:6]([C@@H:8]([CH2:13][C:14]1[CH:24]=[CH:23][C:17]2[O:18][C:19]([CH3:22])([CH3:21])[O:20][C:16]=2[CH:15]=1)[C:9]([OH:11])=[O:10])=[O:7])([CH3:4])([CH3:2])[CH3:3]. The yield is 0.830. (2) The reactants are [OH:1][CH2:2][C:3]([CH2:8][OH:9])([CH2:6][OH:7])[CH2:4][OH:5].[SH:10][CH:11]([CH3:16])[CH2:12][C:13]([OH:15])=O.[OH2:17].C1(C)[CH:23]=[CH:22][C:21]([S:24](O)(=O)=O)=[CH:20]C=1.[C:29](=[O:32])([O-])O.[Na+]. The catalyst is C1(C)C=CC=CC=1. The product is [SH:24][CH:21]([CH3:20])[CH2:22][C:23]([O:1][CH2:2][C:3]([CH2:8][OH:9])([CH2:6][O:7][C:29](=[O:32])[CH2:12][CH:11]([SH:10])[CH3:16])[CH2:4][O:5][C:13](=[O:15])[CH2:12][CH:11]([SH:10])[CH3:16])=[O:17]. The yield is 0.470. (3) The reactants are [N+:1]([C:4]1[CH:5]=[C:6]([S:10](Cl)(=[O:12])=[O:11])[CH:7]=[CH:8][CH:9]=1)([O-])=O.[NH2:14][C:15]1([CH2:20][OH:21])[CH2:19][CH2:18][CH2:17][CH2:16]1.C(=O)(O)[O-].[Na+]. The catalyst is ClCCl. The product is [NH2:1][C:4]1[CH:5]=[C:6]([S:10]([NH:14][C:15]2([CH2:20][OH:21])[CH2:19][CH2:18][CH2:17][CH2:16]2)(=[O:12])=[O:11])[CH:7]=[CH:8][CH:9]=1. The yield is 0.590. (4) The reactants are Cl[C:2]1[N:7]=[C:6]([NH:8][C@H:9]([CH3:12])[CH2:10][OH:11])[C:5]([C:13]2[S:14][CH:15]=[CH:16][CH:17]=2)=[CH:4][N:3]=1.[NH2:18][C:19]1[CH:24]=[CH:23][C:22]([S:25]([CH3:36])(=[N:27][C:28](=[O:35])[NH:29][CH:30]2[CH2:34][CH2:33][CH2:32][CH2:31]2)=[O:26])=[CH:21][CH:20]=1. No catalyst specified. The product is [CH:30]1([NH:29][C:28]([N:27]=[S:25]([C:22]2[CH:21]=[CH:20][C:19]([NH:18][C:2]3[N:7]=[C:6]([NH:8][C@H:9]([CH3:12])[CH2:10][OH:11])[C:5]([C:13]4[S:14][CH:15]=[CH:16][CH:17]=4)=[CH:4][N:3]=3)=[CH:24][CH:23]=2)([CH3:36])=[O:26])=[O:35])[CH2:31][CH2:32][CH2:33][CH2:34]1. The yield is 0.180. (5) The reactants are [CH3:1][O:2][C:3]1[C:12]2[C:7](=[CH:8][CH:9]=[C:10]([O:13][CH3:14])[CH:11]=2)[C:6](=O)[NH:5][CH:4]=1.O=P(Cl)(Cl)[Cl:18]. No catalyst specified. The product is [Cl:18][C:6]1[C:7]2[C:12](=[CH:11][C:10]([O:13][CH3:14])=[CH:9][CH:8]=2)[C:3]([O:2][CH3:1])=[CH:4][N:5]=1. The yield is 0.275.